From a dataset of Reaction yield outcomes from USPTO patents with 853,638 reactions. Predict the reaction yield, written as a fraction of the theoretical maximum amount of product (1.0 means a 100% yield; for example, 0.34 means a 34% yield). (1) The product is [CH3:1][S:2][CH2:3][C:4]1([C:7]([OH:9])=[O:8])[CH2:6][CH2:5]1. The reactants are [CH3:1][S:2][CH2:3][C:4]1([C:7]([O:9]CC)=[O:8])[CH2:6][CH2:5]1. The yield is 0.460. The catalyst is C(O)C.[OH-].[Na+]. (2) The product is [CH2:3]([O:5][C:6](=[O:10])[CH:7]([C:8]#[N:9])[C:12]1[CH:17]=[CH:16][C:15]([N+:18]([O-:20])=[O:19])=[CH:14][CH:13]=1)[CH3:4]. The catalyst is CN(C=O)C.O1CCOCC1. The yield is 0.600. The reactants are [H-].[Na+].[CH2:3]([O:5][C:6](=[O:10])[CH2:7][C:8]#[N:9])[CH3:4].F[C:12]1[CH:17]=[CH:16][C:15]([N+:18]([O-:20])=[O:19])=[CH:14][CH:13]=1.